Dataset: Full USPTO retrosynthesis dataset with 1.9M reactions from patents (1976-2016). Task: Predict the reactants needed to synthesize the given product. (1) Given the product [CH2:1]([O:8][CH2:9][CH2:10][O:11][C:12]1[CH:17]=[CH:16][C:15]([NH:18][C:19](=[O:29])[CH2:20][C:21]2[CH:26]=[CH:25][C:24]([C:41]3[CH:40]=[N:39][C:38]([O:52][CH2:53][C:54]4[CH:55]=[CH:56][C:57]([O:60][CH3:61])=[CH:58][CH:59]=4)=[C:37]([O:36][CH2:34][CH3:35])[CH:42]=3)=[CH:23][C:22]=2[F:28])=[CH:14][C:13]=1[C:30]([F:33])([F:32])[F:31])[C:2]1[CH:7]=[CH:6][CH:5]=[CH:4][CH:3]=1, predict the reactants needed to synthesize it. The reactants are: [CH2:1]([O:8][CH2:9][CH2:10][O:11][C:12]1[CH:17]=[CH:16][C:15]([NH:18][C:19](=[O:29])[CH2:20][C:21]2[CH:26]=[CH:25][C:24](Br)=[CH:23][C:22]=2[F:28])=[CH:14][C:13]=1[C:30]([F:33])([F:32])[F:31])[C:2]1[CH:7]=[CH:6][CH:5]=[CH:4][CH:3]=1.[CH2:34]([O:36][C:37]1[C:38]([O:52][CH2:53][C:54]2[CH:59]=[CH:58][C:57]([O:60][CH3:61])=[CH:56][CH:55]=2)=[N:39][CH:40]=[C:41](B2OC(C)(C)C(C)(C)O2)[CH:42]=1)[CH3:35].C([O-])([O-])=O.[Cs+].[Cs+]. (2) Given the product [NH2:17][C:14]1[CH:15]=[CH:16][C:11]([C:10]2[C:3]3[C:2]([NH2:1])=[N:7][CH:6]=[N:5][C:4]=3[N:8]([C@H:20]3[CH2:25][CH2:24][C@@H:31]([N:32]4[CH2:37][CH2:36][N:35]([CH3:27])[CH2:34][CH2:33]4)[CH2:22][CH2:21]3)[CH:9]=2)=[CH:12][C:13]=1[O:18][CH3:19], predict the reactants needed to synthesize it. The reactants are: [NH2:1][C:2]1[C:3]2[C:10]([C:11]3[CH:16]=[CH:15][C:14]([NH2:17])=[C:13]([O:18][CH3:19])[CH:12]=3)=[CH:9][N:8]([CH:20]3[CH2:25][CH2:24]C(=O)[CH2:22][CH2:21]3)[C:4]=2[N:5]=[CH:6][N:7]=1.[C:27](O)(=O)C.[CH3:31][N:32]1[CH2:37][CH2:36][NH:35][CH2:34][CH2:33]1.C(O[BH-](OC(=O)C)OC(=O)C)(=O)C.[Na+].C(=O)(O)[O-].[Na+]. (3) Given the product [C:59]([NH:61][CH2:62][C:63]([N:21]1[CH2:22][CH2:23][N:18]([C:16](=[O:17])[C:15]2[CH:14]=[CH:13][C:12](/[CH:11]=[CH:10]/[C:3]3[C:4]4[C:9](=[CH:8][CH:7]=[CH:6][CH:5]=4)[NH:1][N:2]=3)=[CH:25][CH:24]=2)[CH2:19][CH2:20]1)=[O:65])(=[O:60])[CH:58]([CH3:57])[CH3:26], predict the reactants needed to synthesize it. The reactants are: [NH:1]1[C:9]2[C:4](=[CH:5][CH:6]=[CH:7][CH:8]=2)[C:3](/[CH:10]=[CH:11]/[C:12]2[CH:25]=[CH:24][C:15]([C:16]([N:18]3[CH2:23][CH2:22][NH:21][CH2:20][CH2:19]3)=[O:17])=[CH:14][CH:13]=2)=[N:2]1.[CH3:26]N1CCOCC1.Cl.C(N=C=NCCCN(C)C)C.O.ON1C2C=CC=CC=2N=N1.C[CH:57](C)[CH2:58][C:59]([NH:61][CH2:62][C:63]([OH:65])=O)=[O:60]. (4) Given the product [C:35]([CH:34]([NH:33][C:3](=[O:4])[CH:2]([OH:1])[C:6]1[CH:7]=[CH:8][C:9]([C:12]2[N:16]=[C:15]([C:17]3[O:21][N:20]=[C:19]([C:22]4[CH:23]=[CH:24][CH:25]=[CH:26][CH:27]=4)[C:18]=3[C:28]([F:30])([F:29])[F:31])[O:14][N:13]=2)=[CH:10][CH:11]=1)[CH2:37][C:38]1[CH:43]=[CH:42][CH:41]=[CH:40][CH:39]=1)#[N:36], predict the reactants needed to synthesize it. The reactants are: [OH:1][CH:2]([C:6]1[CH:11]=[CH:10][C:9]([C:12]2[N:16]=[C:15]([C:17]3[O:21][N:20]=[C:19]([C:22]4[CH:27]=[CH:26][CH:25]=[CH:24][CH:23]=4)[C:18]=3[C:28]([F:31])([F:30])[F:29])[O:14][N:13]=2)=[CH:8][CH:7]=1)[C:3](O)=[O:4].Cl.[NH2:33][CH:34]([CH2:37][C:38]1[CH:43]=[CH:42][CH:41]=[CH:40][CH:39]=1)[C:35]#[N:36].CN1CCOCC1.CN(C(ON1N=NC2C=CC=NC1=2)=[N+](C)C)C.F[P-](F)(F)(F)(F)F. (5) Given the product [CH2:1]([O:8][C:9]1[CH:14]=[CH:13][C:12]([CH:27]([C:26]2[CH:29]=[C:22]([Br:21])[CH:23]=[CH:24][C:25]=2[CH3:30])[OH:28])=[CH:11][CH:10]=1)[C:2]1[CH:7]=[CH:6][CH:5]=[CH:4][CH:3]=1, predict the reactants needed to synthesize it. The reactants are: [CH2:1]([O:8][C:9]1[CH:14]=[CH:13][C:12](Br)=[CH:11][CH:10]=1)[C:2]1[CH:7]=[CH:6][CH:5]=[CH:4][CH:3]=1.C([Li])CCC.[Br:21][C:22]1[CH:23]=[CH:24][C:25]([CH3:30])=[C:26]([CH:29]=1)[CH:27]=[O:28]. (6) Given the product [CH:1]1([CH2:4][O:5][C:6]2[CH:11]=[C:10]([F:12])[CH:9]=[CH:8][C:7]=2[C:13]2[CH:18]=[CH:17][C:16]([CH2:42][N:40]3[CH2:39][C:38]4([CH2:49][C:35]([N:32]5[CH2:33][CH2:34][C:29]([CH3:50])([C:27]([O:26][CH2:24][CH3:25])=[O:28])[CH2:30][CH2:31]5)=[N:36][O:37]4)[CH2:41]3)=[CH:15][C:14]=2[O:21][CH2:22][CH3:23])[CH2:2][CH2:3]1, predict the reactants needed to synthesize it. The reactants are: [CH:1]1([CH2:4][O:5][C:6]2[CH:11]=[C:10]([F:12])[CH:9]=[CH:8][C:7]=2[C:13]2[CH:18]=[CH:17][C:16](C=O)=[CH:15][C:14]=2[O:21][CH2:22][CH3:23])[CH2:3][CH2:2]1.[CH2:24]([O:26][C:27]([C:29]1([CH3:50])[CH2:34][CH2:33][N:32]([C:35]2[CH2:49][C:38]3([CH2:41][N:40]([C:42](OC(C)(C)C)=O)[CH2:39]3)[O:37][N:36]=2)[CH2:31][CH2:30]1)=[O:28])[CH3:25]. (7) Given the product [ClH:24].[Cl:24][C:19]1[CH:20]=[C:21]2[C:16](=[CH:17][CH:18]=1)[N:15]=[C:14]([N:11]1[CH2:10][CH2:9][NH:8][CH2:13][CH2:12]1)[CH:23]=[CH:22]2, predict the reactants needed to synthesize it. The reactants are: C(OC([N:8]1[CH2:13][CH2:12][N:11]([C:14]2[CH:23]=[CH:22][C:21]3[C:16](=[CH:17][CH:18]=[C:19]([Cl:24])[CH:20]=3)[N:15]=2)[CH2:10][CH2:9]1)=O)(C)(C)C.Cl. (8) Given the product [Cl:8][C:5]1[CH:6]=[CH:7][C:2]2[B:25]([OH:26])[O:10][CH2:9][C:3]=2[CH:4]=1, predict the reactants needed to synthesize it. The reactants are: Br[C:2]1[CH:7]=[CH:6][C:5]([Cl:8])=[CH:4][C:3]=1[CH2:9][O:10]COC.C([Li])CCC.CCCCCC.[B:25](OC)(OC)[O:26]C. (9) The reactants are: [CH3:1][Mg]Br.[Cl:4][C:5]1[C:13]2[N:12]=[C:11]3[N:14]([C:18]4[C:19]([CH3:26])=[N:20][C:21](Cl)=[N:22][C:23]=4[CH3:24])[CH2:15][CH2:16][CH2:17][N:10]3[C:9]=2[C:8]([CH:27]([O:32][CH:33]([F:35])[F:34])[C:28]([F:31])([F:30])[F:29])=[CH:7][CH:6]=1. Given the product [Cl:4][C:5]1[C:13]2[N:12]=[C:11]3[N:14]([C:18]4[C:23]([CH3:24])=[N:22][C:21]([CH3:1])=[N:20][C:19]=4[CH3:26])[CH2:15][CH2:16][CH2:17][N:10]3[C:9]=2[C:8]([CH:27]([O:32][CH:33]([F:34])[F:35])[C:28]([F:30])([F:31])[F:29])=[CH:7][CH:6]=1, predict the reactants needed to synthesize it. (10) The reactants are: OCCN1CCN(CCC[C:13]2[C:26]3[CH:25]([C:27]([O-:29])=[O:28])[C:24]4[C:19](=[CH:20][CH:21]=[CH:22][CH:23]=4)[O:18][C:17]=3[CH:16]=[CH:15][CH:14]=2)CC1. Given the product [CH:23]1[C:24]2[CH:25]([C:27]([OH:29])=[O:28])[C:26]3[C:17](=[CH:16][CH:15]=[CH:14][CH:13]=3)[O:18][C:19]=2[CH:20]=[CH:21][CH:22]=1, predict the reactants needed to synthesize it.